From a dataset of Full USPTO retrosynthesis dataset with 1.9M reactions from patents (1976-2016). Predict the reactants needed to synthesize the given product. Given the product [CH2:21]([C:20]1[N:28]=[C:10]([C:7]2[CH:6]=[C:5]([O:13][CH2:14][CH:15]3[CH2:17][CH2:16]3)[C:4]([CH:1]3[CH2:2][CH2:3]3)=[CH:9][N:8]=2)[O:12][N:19]=1)[C:22]1[CH:27]=[CH:26][CH:25]=[CH:24][CH:23]=1, predict the reactants needed to synthesize it. The reactants are: [CH:1]1([C:4]2[C:5]([O:13][CH2:14][CH:15]3[CH2:17][CH2:16]3)=[CH:6][C:7]([C:10]([OH:12])=O)=[N:8][CH:9]=2)[CH2:3][CH2:2]1.O[N:19]=[C:20]([NH2:28])[CH2:21][C:22]1[CH:27]=[CH:26][CH:25]=[CH:24][CH:23]=1.